From a dataset of Reaction yield outcomes from USPTO patents with 853,638 reactions. Predict the reaction yield, written as a fraction of the theoretical maximum amount of product (1.0 means a 100% yield; for example, 0.34 means a 34% yield). The reactants are [CH3:1][C:2]1[CH:10]=[CH:9][C:5]([C:6]([OH:8])=[O:7])=[CH:4][C:3]=1[C:11]1[CH:19]=[C:18]2[C:14]([C:15]3([CH2:24][CH2:23][CH2:22][CH2:21]3)[C:16](=[O:20])[NH:17]2)=[CH:13][CH:12]=1.Cl.O1CCOC[CH2:27]1.C(=O)([O-])[O-].[K+].[K+]. The catalyst is CO.C(OCC)(=O)C. The product is [CH3:1][C:2]1[CH:10]=[CH:9][C:5]([C:6]([O:8][CH3:27])=[O:7])=[CH:4][C:3]=1[C:11]1[CH:19]=[C:18]2[C:14]([C:15]3([CH2:24][CH2:23][CH2:22][CH2:21]3)[C:16](=[O:20])[NH:17]2)=[CH:13][CH:12]=1. The yield is 0.860.